This data is from Catalyst prediction with 721,799 reactions and 888 catalyst types from USPTO. The task is: Predict which catalyst facilitates the given reaction. (1) Reactant: [Na].[CH3:2][N:3]1[CH2:8][CH2:7][N:6]([C:9]2[CH:14]=[CH:13][C:12]([CH2:15][C:16]#[N:17])=[CH:11][CH:10]=2)[CH2:5][CH2:4]1.[CH:18](OCC)=[O:19].C(OCC)C. Product: [OH:19][CH:18]=[C:15]([C:12]1[CH:13]=[CH:14][C:9]([N:6]2[CH2:7][CH2:8][N:3]([CH3:2])[CH2:4][CH2:5]2)=[CH:10][CH:11]=1)[C:16]#[N:17]. The catalyst class is: 8. (2) Reactant: Cl.[NH2:2][OH:3].[OH-].[Na+].[Si]([O:13][CH2:14][C:15]#[C:16][C:17](=O)[C:18]([F:21])([F:20])[F:19])(C(C)(C)C)(C)C. Product: [F:19][C:18]([F:21])([F:20])[C:17]1[CH:16]=[C:15]([CH2:14][OH:13])[O:3][N:2]=1. The catalyst class is: 5. (3) Reactant: [C:1]([O:5][C@@H:6]([C:11]1[C:36]([CH3:37])=[CH:35][C:14]2[N:15]=[C:16]([C:18]3[CH:19]=[C:20]4[C:24](=[CH:25][CH:26]=3)[N:23]([CH3:27])[N:22]=[C:21]4C3C(C)=NC=CC=3)[S:17][C:13]=2[C:12]=1[C:38]1[CH:43]=[CH:42][C:41]([Cl:44])=[CH:40][CH:39]=1)[C:7]([O:9]C)=[O:8])([CH3:4])([CH3:3])[CH3:2].[OH-].[Na+].[CH3:47][CH2:48]O. Product: [C:1]([O:5][C@@H:6]([C:11]1[C:36]([CH3:37])=[CH:35][C:14]2[N:15]=[C:16]([C:18]3[CH:19]=[C:20]4[C:24](=[CH:25][CH:26]=3)[N:23]([CH3:27])[N:22]=[C:21]4[C:48]3[CH:47]=[CH:16][N:15]=[CH:14][CH:13]=3)[S:17][C:13]=2[C:12]=1[C:38]1[CH:39]=[CH:40][C:41]([Cl:44])=[CH:42][CH:43]=1)[C:7]([OH:9])=[O:8])([CH3:2])([CH3:4])[CH3:3]. The catalyst class is: 1. (4) Reactant: [N+:1]([C:4]1[CH:11]=[CH:10][C:7]([CH:8]=O)=[C:6]([F:12])[CH:5]=1)([O-:3])=[O:2].C(O)(=O)[CH2:14][C:15]([OH:17])=[O:16]. Product: [N+:1]([C:4]1[CH:11]=[CH:10][C:7]([CH:8]=[CH:14][C:15]([OH:17])=[O:16])=[C:6]([F:12])[CH:5]=1)([O-:3])=[O:2]. The catalyst class is: 8. (5) Reactant: [F:1][C:2]1[CH:7]=[CH:6][C:5]([C:8]2(O)[C:12]3[C:13]([CH3:33])=[C:14]([N:19]4[CH2:24][CH2:23][N:22]([C:25]5[CH:30]=[CH:29][C:28]([O:31][CH3:32])=[CH:27][CH:26]=5)[CH2:21][CH2:20]4)[C:15]([CH3:18])=[C:16]([CH3:17])[C:11]=3[O:10][C:9]2([CH3:35])[CH3:34])=[CH:4][CH:3]=1. Product: [F:1][C:2]1[CH:7]=[CH:6][C:5]([CH:8]2[C:12]3[C:13]([CH3:33])=[C:14]([N:19]4[CH2:24][CH2:23][N:22]([C:25]5[CH:26]=[CH:27][C:28]([O:31][CH3:32])=[CH:29][CH:30]=5)[CH2:21][CH2:20]4)[C:15]([CH3:18])=[C:16]([CH3:17])[C:11]=3[O:10][C:9]2([CH3:35])[CH3:34])=[CH:4][CH:3]=1. The catalyst class is: 8. (6) Reactant: [Br:1][C:2]1[CH:7]=[CH:6][C:5]([C:8]2[N:13]=[N:12][C:11]([NH2:14])=[N:10][CH:9]=2)=[CH:4][C:3]=1[F:15].Cl[CH:17]([CH:33]=O)[CH2:18][C:19]1[CH:20]=[C:21]([NH:25][C:26](=[O:32])[O:27][C:28]([CH3:31])([CH3:30])[CH3:29])[CH:22]=[CH:23][CH:24]=1. Product: [Br:1][C:2]1[CH:7]=[CH:6][C:5]([C:8]2[CH:9]=[N:10][C:11]3[N:12]([C:17]([CH2:18][C:19]4[CH:20]=[C:21]([NH:25][C:26](=[O:32])[O:27][C:28]([CH3:30])([CH3:29])[CH3:31])[CH:22]=[CH:23][CH:24]=4)=[CH:33][N:14]=3)[N:13]=2)=[CH:4][C:3]=1[F:15]. The catalyst class is: 8.